Predict the reactants needed to synthesize the given product. From a dataset of Full USPTO retrosynthesis dataset with 1.9M reactions from patents (1976-2016). (1) Given the product [CH3:18][O:19][C:20](=[O:48])[C@H:21]([CH2:33][C:34]1[CH:35]=[CH:36][C:37]([C:4]2[C:5]([O:13][CH3:14])=[CH:6][CH:7]=[C:8]([O:9][CH2:10][O:11][CH3:12])[C:3]=2[O:2][CH3:1])=[CH:38][CH:39]=1)[NH:22][C:23](=[O:32])[C:24]1[C:25]([Cl:31])=[CH:26][CH:27]=[CH:28][C:29]=1[Cl:30], predict the reactants needed to synthesize it. The reactants are: [CH3:1][O:2][C:3]1[C:8]([O:9][CH2:10][O:11][CH3:12])=[CH:7][CH:6]=[C:5]([O:13][CH3:14])[C:4]=1B(O)O.[CH3:18][O:19][C:20](=[O:48])[C@H:21]([CH2:33][C:34]1[CH:39]=[CH:38][C:37](OS(C(F)(F)F)(=O)=O)=[CH:36][CH:35]=1)[NH:22][C:23](=[O:32])[C:24]1[C:29]([Cl:30])=[CH:28][CH:27]=[CH:26][C:25]=1[Cl:31]. (2) Given the product [CH:1]1([CH2:4][N:5]([C:6]2[C:7]([O:25][CH3:26])=[N:8][N:9]3[C:14]([C:15]4[C:20]([CH3:21])=[CH:19][C:18]([CH3:22])=[CH:17][C:16]=4[O:23][CH3:24])=[CH:13][CH:12]=[CH:11][C:10]=23)[CH2:33][CH:30]2[CH2:31][CH2:32][O:27][CH2:28][CH2:29]2)[CH2:2][CH2:3]1, predict the reactants needed to synthesize it. The reactants are: [CH:1]1([CH2:4][NH:5][C:6]2[C:7]([O:25][CH3:26])=[N:8][N:9]3[C:14]([C:15]4[C:20]([CH3:21])=[CH:19][C:18]([CH3:22])=[CH:17][C:16]=4[O:23][CH3:24])=[CH:13][CH:12]=[CH:11][C:10]=23)[CH2:3][CH2:2]1.[O:27]1[CH2:32][CH2:31][CH:30]([CH:33]=O)[CH2:29][CH2:28]1.C(O[BH-](OC(=O)C)OC(=O)C)(=O)C.[Na+].C(=O)([O-])O.[Na+].